Dataset: Catalyst prediction with 721,799 reactions and 888 catalyst types from USPTO. Task: Predict which catalyst facilitates the given reaction. (1) Reactant: [CH3:1][O:2][C:3]([C:5]1[N:6]=[C:7](NC(=O)[C@@H](N2C(=O)[C@@H](C3C=CC(OC)=CC=3)NC2=O)CC2C=CC([N+]([O-])=O)=CC=2)[S:8][CH:9]=1)=[O:4].C([O-])(=O)C.[Na+].C=O. Product: [CH3:1][O:2][C:3]([C:5]1[N:6]=[CH:7][S:8][CH:9]=1)=[O:4]. The catalyst class is: 312. (2) Reactant: [CH3:1][C:2]1([CH3:22])[CH2:7][NH:6][CH:5]([CH2:8][C:9]([NH:11][C:12]2[CH:17]=[CH:16][C:15]([CH:18]([CH3:20])[CH3:19])=[CH:14][CH:13]=2)=[O:10])[C:4](=[O:21])[O:3]1.C(=O)([O-])[O-].[Na+].[Na+].[C:29](Cl)(=[O:31])[CH3:30]. Product: [C:29]([N:6]1[CH2:7][C:2]([CH3:1])([CH3:22])[O:3][C:4](=[O:21])[CH:5]1[CH2:8][C:9]([NH:11][C:12]1[CH:17]=[CH:16][C:15]([CH:18]([CH3:19])[CH3:20])=[CH:14][CH:13]=1)=[O:10])(=[O:31])[CH3:30]. The catalyst class is: 4. (3) Reactant: [N+:1]([C:4]1[O:8][C:7]([C:9](Cl)=[O:10])=[CH:6][CH:5]=1)([O-:3])=[O:2].[N:12]1([C:18]2[CH:25]=[CH:24][C:21]([C:22]#[N:23])=[CH:20][CH:19]=2)[CH2:17][CH2:16][O:15][CH2:14][CH2:13]1.CCN(CC)CC. Product: [N:12]1([C:18]2[CH:19]=[CH:20][C:21]([CH2:22][NH:23][C:9]([C:7]3[O:8][C:4]([N+:1]([O-:3])=[O:2])=[CH:5][CH:6]=3)=[O:10])=[CH:24][CH:25]=2)[CH2:17][CH2:16][O:15][CH2:14][CH2:13]1. The catalyst class is: 2. (4) Reactant: [CH3:1][O:2][C:3]1[CH:4]=[C:5]([SH:9])[CH:6]=[CH:7][CH:8]=1.Br[CH2:11][CH2:12][CH2:13][N:14]1[C:18](=[O:19])[C:17]2=[CH:20][CH:21]=[CH:22][CH:23]=[C:16]2[C:15]1=[O:24].C(=O)([O-])[O-].[K+].[K+]. Product: [CH3:1][O:2][C:3]1[CH:4]=[C:5]([S:9][CH2:11][CH2:12][CH2:13][N:14]2[C:18](=[O:19])[C:17]3[C:16](=[CH:23][CH:22]=[CH:21][CH:20]=3)[C:15]2=[O:24])[CH:6]=[CH:7][CH:8]=1. The catalyst class is: 21. (5) The catalyst class is: 10. Reactant: [NH:1]1[CH2:9][CH2:8][CH:4]([C:5]([NH2:7])=[O:6])[CH2:3][CH2:2]1.[Br:10][C:11]1[CH:12]=[C:13]2[C:18](=[CH:19][CH:20]=1)[C:17](Cl)=[N:16][N:15]=[CH:14]2.C(=O)([O-])[O-].[K+].[K+]. Product: [Br:10][C:11]1[CH:12]=[C:13]2[C:18](=[CH:19][CH:20]=1)[C:17]([N:1]1[CH2:9][CH2:8][CH:4]([C:5]([NH2:7])=[O:6])[CH2:3][CH2:2]1)=[N:16][N:15]=[CH:14]2.